Dataset: Full USPTO retrosynthesis dataset with 1.9M reactions from patents (1976-2016). Task: Predict the reactants needed to synthesize the given product. (1) The reactants are: [C:1]([C:3]1[C:4]([N:17]2[CH2:20][CH:19]([C:21](O)=[O:22])[CH2:18]2)=[N:5][C:6]([O:14][CH2:15][CH3:16])=[C:7]([C:9]([O:11][CH2:12][CH3:13])=[O:10])[CH:8]=1)#[N:2].[C:24]1([CH2:30][S:31]([NH2:34])(=[O:33])=[O:32])[CH:29]=[CH:28][CH:27]=[CH:26][CH:25]=1.C1CN([P+](Br)(N2CCCC2)N2CCCC2)CC1.F[P-](F)(F)(F)(F)F. Given the product [CH2:12]([O:11][C:9](=[O:10])[C:7]1[CH:8]=[C:3]([C:1]#[N:2])[C:4]([N:17]2[CH2:20][CH:19]([C:21](=[O:22])[NH:34][S:31]([CH2:30][C:24]3[CH:25]=[CH:26][CH:27]=[CH:28][CH:29]=3)(=[O:32])=[O:33])[CH2:18]2)=[N:5][C:6]=1[O:14][CH2:15][CH3:16])[CH3:13], predict the reactants needed to synthesize it. (2) Given the product [Br:1][C:2]1[CH:3]=[N:4][C:5]2[N:6]([N:8]=[C:9]([C:11]([N:20]3[CH2:19][CH2:18][C:17]4[C:22](=[CH:23][CH:24]=[C:15]([F:14])[CH:16]=4)[CH:21]3[CH2:25][CH3:26])=[O:13])[CH:10]=2)[CH:7]=1, predict the reactants needed to synthesize it. The reactants are: [Br:1][C:2]1[CH:3]=[N:4][C:5]2[N:6]([N:8]=[C:9]([C:11]([OH:13])=O)[CH:10]=2)[CH:7]=1.[F:14][C:15]1[CH:16]=[C:17]2[C:22](=[CH:23][CH:24]=1)[CH:21]([CH2:25][CH3:26])[NH:20][CH2:19][CH2:18]2. (3) Given the product [F:1][CH2:2][CH2:3][CH2:4][O:5][C:6]1[CH:13]=[CH:12][C:9]([CH2:10][OH:11])=[C:8]([CH3:14])[CH:7]=1, predict the reactants needed to synthesize it. The reactants are: [F:1][CH2:2][CH2:3][CH2:4][O:5][C:6]1[CH:13]=[CH:12][C:9]([CH:10]=[O:11])=[C:8]([CH3:14])[CH:7]=1.[H-].[Al+3].[Li+].[H-].[H-].[H-].